The task is: Binary Classification. Given a miRNA mature sequence and a target amino acid sequence, predict their likelihood of interaction.. This data is from Experimentally validated miRNA-target interactions with 360,000+ pairs, plus equal number of negative samples. (1) The miRNA is hsa-let-7g-3p with sequence CUGUACAGGCCACUGCCUUGC. The protein sequence of the target gene is MAAALARLGLRPVKQVRVQFCPFEKNVESTRTFLQTVSSEKVRSTNLNCSVIADVRHDGSEPCVDVLFGDGHRLIMRGAHLTALEMLTAFASHIRARDAAGSGDKPGADTGR. Result: 0 (no interaction). (2) The miRNA is hsa-miR-144-5p with sequence GGAUAUCAUCAUAUACUGUAAG. The protein sequence of the target gene is MNHLPEDMENALTGSQSSHASLRNIHSINPTQLMARIESYEGREKKGISDVRRTFCLFVTFDLLFVTLLWIIELNVNGGIENTLEKEVMQYDYYSSYFDIFLLAVFRFKVLILAYAVCRLRHWWAIALTTAVTSAFLLAKVILSKLFSQGAFGYVLPIISFILAWIETWFLDFKVLPQEAEEENRLLIVQDASERAALIPGGLSDGQFYSPPESEAGSEEAEEKQDSEKPLLEL. Result: 0 (no interaction). (3) The miRNA is hsa-miR-520h with sequence ACAAAGUGCUUCCCUUUAGAGU. The protein sequence of the target gene is MTLTERLREKISRAFYNHGLLCASYPIPIILFTGFCILACCYPLLKLPLPGTGPVEFTTPVKDYSPPPVDSDRKQGEPTEQPEWYVGAPVAYVQQIFVKSSVFPWHKNLLAVDVFRSPLSRAFQLVEEIRNHVLRDSSGIRSLEELCLQVTDLLPGLRKLRNLLPEHGCLLLSPGNFWQNDWERFHADPDIIGTIHQHEPKTLQTSATLKDLLFGVPGKYSGVSLYTRKRMVSYTITLVFQHYHAKFLGSLRARLMLLHPSPNCSLRAESLVHVHFKEEIGVAELIPLVTTYIILFAYIY.... Result: 0 (no interaction). (4) The miRNA is hsa-miR-548am-5p with sequence AAAAGUAAUUGCGGUUUUUGCC. The protein sequence of the target gene is MMWRWSFLLLLLLLRHWALGKPSPDAGPHGQDRVHHGTPLSEAPHDDAHGNFQYDHEAFLGRDVAKEFDKLSPEESQARLGRIVDRMDLAGDSDGWVSLAELRAWIAHTQQRHIRDSVSAAWHTYDTDRDGRVGWEELRNATYGHYEPGEEFHDVEDAETYKKMLARDERRFRVADQDGDSMATREELTAFLHPEEFPHMRDIVVAETLEDLDKNKDGYVQVEEYIADLYSEEPGEEEPAWVQTERQQFREFRDLNKDGRLDGSEVGYWVLPPSQDQPLVEANHLLHESDTDKDGRLSKA.... Result: 0 (no interaction). (5) The miRNA is rno-miR-128-3p with sequence UCACAGUGAACCGGUCUCUUU. The protein sequence of the target gene is MQSAMFLAVQHDCVPMDKSAGNGPKVEEKREKMKRTLLKDWKTRLSYFLQNSSAPGKPKTGKKSKQQTFIKPSPEEAQLWAEAFDELLASKYGLAAFRAFLKSEFCEENIEFWLACEDFKKTKSPQKLSSKARKIYTDFIEKEAPKEINIDFQTKSLIAQNIQEATSGCFTTAQKRVYSLMENNSYPRFLESEFYQDLCKKPQITTEPHAT. Result: 0 (no interaction). (6) The miRNA is hsa-miR-425-5p with sequence AAUGACACGAUCACUCCCGUUGA. The protein sequence of the target gene is MAIKSIASRLRGSRRFLSGFVAGAVVGAAGAGLAALQFFRSQGAEGALTGKQPDGSAEKAVLEQFGFPLTGTEARCYTNHALSYDQAKRVPRWVLEHISKSKIMGDADRKHCKFKPDPNIPPTFSAFNEDYVGSGWSRGHMAPAGNNKFSSKAMAETFYLSNIVPQDFDNNSGYWNRIEMYCRELTERFEDVWVVSGPLTLPQTRGDGKKIVSYQVIGEDNVAVPSHLYKVILARRSSVSTEPLALGAFVVPNEAIGFQPQLTEFQVSLQDLEKLSGLVFFPHLDRTSDIRNICSVDTCK.... Result: 1 (interaction). (7) The miRNA is hsa-miR-1537-3p with sequence AAAACCGUCUAGUUACAGUUGU. The protein sequence of the target gene is MAHRLQIRLLTWDVKDTLLRLRHPLGEAYATKARAHGLEVEPSALEQGFRQAYRAQSHSFPNYGLSHGLTSRQWWLDVVLQTFHLAGVQDAQAVAPIAEQLYKDFSHPCTWQVLDGAEDTLRECRTRGLRLAVISNFDRRLEGILGGLGLREHFDFVLTSEAAGWPKPDPRIFQEALRLAHMEPVVAAHVGDNYLCDYQGPRAVGMHSFLVVGPQALDPVVRDSVPKEHILPSLAHLLPALDCLEGSTPGL. Result: 0 (no interaction). (8) The miRNA is mmu-miR-15a-5p with sequence UAGCAGCACAUAAUGGUUUGUG. The protein sequence of the target gene is MSDKMSSFLHIGDICSLYAEGSTNGFISTLGLVDDRCVVQPEAGDLNNPPKKFRDCLFKLCPMNRYSAQKQFWKAAKPGANSTTDAVLLNKLHHAADLEKKQNETENRKLLGTVIQYGNVIQLLHLKSNKYLTVNKRLPALLEKNAMRVTLDEAGNEGSWFYIQPFYKLRSIGDSVVIGDKVVLNPVNAGQPLHASSHQLVDNPGCNEVNSVNCNTSWKIVLFMKWSDNKDDILKGGDVVRLFHAEQEKFLTCDEHRKKQHVFLRTTGRQSATSATSSKALWEVEVVQHDPCRGGAGYWN.... Result: 1 (interaction).